Dataset: Reaction yield outcomes from USPTO patents with 853,638 reactions. Task: Predict the reaction yield, written as a fraction of the theoretical maximum amount of product (1.0 means a 100% yield; for example, 0.34 means a 34% yield). (1) The reactants are [CH2:1]([NH:3][CH2:4][CH3:5])[CH3:2].C[Al](C)C.C[O:11][C:12](=O)[C:13]1[CH:18]=[CH:17][C:16]([C:19]2([C:32]3[CH:37]=[CH:36][CH:35]=[C:34]([O:38][CH3:39])[CH:33]=3)[CH2:24][CH2:23][N:22]([CH2:25][C:26]3[CH:31]=[CH:30][CH:29]=[CH:28][CH:27]=3)[CH2:21][CH2:20]2)=[CH:15][CH:14]=1.C([O-])(O)=O.[Na+]. No catalyst specified. The product is [CH2:25]([N:22]1[CH2:23][CH2:24][C:19]([C:16]2[CH:17]=[CH:18][C:13]([C:12]([N:3]([CH2:4][CH3:5])[CH2:1][CH3:2])=[O:11])=[CH:14][CH:15]=2)([C:32]2[CH:37]=[CH:36][CH:35]=[C:34]([O:38][CH3:39])[CH:33]=2)[CH2:20][CH2:21]1)[C:26]1[CH:27]=[CH:28][CH:29]=[CH:30][CH:31]=1. The yield is 0.840. (2) The reactants are [NH2:1][C:2]1[CH:7]=[C:6]([NH:8][CH2:9][C:10]2[CH:15]=[CH:14][C:13]([F:16])=[CH:12][CH:11]=2)[CH:5]=[CH:4][C:3]=1[N+:17]([O-])=O.C(N(C(C)C)CC)(C)C.Cl[C:30]([O:32][CH2:33][CH3:34])=[O:31].O. The catalyst is O1CCOCC1.[Ni]. The product is [CH3:34][CH2:33][O:32][C:30]([NH:17][C:3]1[CH:4]=[CH:5][C:6]([NH:8][CH2:9][C:10]2[CH:15]=[CH:14][C:13]([F:16])=[CH:12][CH:11]=2)=[CH:7][C:2]=1[NH2:1])=[O:31]. The yield is 0.210. (3) The reactants are CC([N:5]([CH2:9][C@@H:10]([NH:18][C:19]([C:21]1[S:22][C:23]([Cl:32])=[C:24]([C:26]2[N:30]([CH3:31])[N:29]=[N:28][CH:27]=2)[CH:25]=1)=[O:20])[CH2:11][CH:12]1[CH2:17][CH2:16][CH2:15][CH2:14][CH2:13]1)C(=O)[O-])(C)C.C1C(=O)N([Br:40])C(=O)C1. The catalyst is CN(C=O)C. The product is [NH2:5][CH2:9][C@@H:10]([NH:18][C:19]([C:21]1[S:22][C:23]([Cl:32])=[C:24]([C:26]2[N:30]([CH3:31])[N:29]=[N:28][C:27]=2[Br:40])[CH:25]=1)=[O:20])[CH2:11][CH:12]1[CH2:17][CH2:16][CH2:15][CH2:14][CH2:13]1. The yield is 0.0800. (4) The product is [CH3:1][O:2][C:3]1[C:8]([O:9][CH3:10])=[CH:7][CH:6]=[CH:5][C:4]=1[O:11][C:13]1[CH:18]=[CH:17][C:16]([F:19])=[CH:15][C:14]=1[N+:20]([O-:22])=[O:21].[CH3:23][O:24][C:25]1[C:39]([O:40][CH3:41])=[CH:38][CH:37]=[CH:36][C:26]=1[O:27][C:28]1[CH:34]=[CH:33][C:32]([F:35])=[CH:31][C:29]=1[NH:30][C:4]([NH:42][C:43]1[S:44][CH:45]=[CH:46][N:47]=1)=[O:11]. No catalyst specified. The yield is 0.680. The reactants are [CH3:1][O:2][C:3]1[C:8]([O:9][CH3:10])=[CH:7][CH:6]=[CH:5][C:4]=1[OH:11].F[C:13]1[CH:18]=[CH:17][C:16]([F:19])=[CH:15][C:14]=1[N+:20]([O-:22])=[O:21].[CH3:23][O:24][C:25]1[C:39]([O:40][CH3:41])=[CH:38][CH:37]=[CH:36][C:26]=1[O:27][C:28]1[CH:34]=[CH:33][C:32]([F:35])=[CH:31][C:29]=1[NH2:30].[NH2:42][C:43]1[S:44][CH:45]=[CH:46][N:47]=1. (5) The catalyst is C(Cl)(Cl)Cl. The yield is 0.920. The reactants are C(OC(=O)[NH:10][C:11]1[CH:16]=[C:15]([Br:17])[CH:14]=[C:13]([C:18]2[O:19][C:20]3[CH:26]=[CH:25][CH:24]=[CH:23][C:21]=3[N:22]=2)[CH:12]=1)C1C=CC=CC=1.B(F)(F)F.CCOCC.CSC. The product is [O:19]1[C:20]2[CH:26]=[CH:25][CH:24]=[CH:23][C:21]=2[N:22]=[C:18]1[C:13]1[CH:12]=[C:11]([NH2:10])[CH:16]=[C:15]([Br:17])[CH:14]=1. (6) The reactants are [Br:1][C:2]1[CH:10]=[C:9]2[C:5]([C:6]([CH3:11])=[N:7][NH:8]2)=[C:4]([F:12])[CH:3]=1.[H-].[Na+].I[CH3:16]. The catalyst is CN(C)C=O. The product is [Br:1][C:2]1[CH:10]=[C:9]2[C:5]([C:6]([CH3:11])=[N:7][N:8]2[CH3:16])=[C:4]([F:12])[CH:3]=1. The yield is 0.800. (7) The reactants are [Cl:1][C:2]1[CH:3]=[C:4]([CH:12]([CH2:16][CH:17]2[CH2:22][CH2:21][C:20](=[O:23])[CH2:19][CH2:18]2)[C:13](O)=[O:14])[CH:5]=[CH:6][C:7]=1[S:8]([CH3:11])(=[O:10])=[O:9].C(Cl)(=O)C(Cl)=O.[NH2:30][C:31]1[CH:36]=[N:35][C:34]([Br:37])=[CH:33][N:32]=1.N1C=CC=CC=1. The catalyst is C(Cl)Cl.CN(C)C=O.O1CCCC1.C(O)(=O)CC(CC(O)=O)(C(O)=O)O. The product is [Br:37][C:34]1[N:35]=[CH:36][C:31]([NH:30][C:13](=[O:14])[CH:12]([C:4]2[CH:5]=[CH:6][C:7]([S:8]([CH3:11])(=[O:9])=[O:10])=[C:2]([Cl:1])[CH:3]=2)[CH2:16][CH:17]2[CH2:18][CH2:19][C:20](=[O:23])[CH2:21][CH2:22]2)=[N:32][CH:33]=1. The yield is 0.500.